Predict the reactants needed to synthesize the given product. From a dataset of Full USPTO retrosynthesis dataset with 1.9M reactions from patents (1976-2016). (1) Given the product [F:44][CH2:45][CH2:46][NH:47][C:28]([CH:25]1[CH2:26][CH2:27][N:23]([C:21]([C:6]2[CH:7]=[C:8]3[C:3](=[CH:4][CH:5]=2)[N:2]([CH3:1])[C:14]2[CH2:13][CH2:12][CH:11]([CH:15]4[CH2:20][CH2:19][O:18][CH2:17][CH2:16]4)[CH2:10][C:9]3=2)=[O:22])[CH2:24]1)=[O:29], predict the reactants needed to synthesize it. The reactants are: [CH3:1][N:2]1[C:14]2[CH2:13][CH2:12][CH:11]([CH:15]3[CH2:20][CH2:19][O:18][CH2:17][CH2:16]3)[CH2:10][C:9]=2[C:8]2[C:3]1=[CH:4][CH:5]=[C:6]([C:21]([N:23]1[CH2:27][CH2:26][CH:25]([C:28](OC)=[O:29])[CH2:24]1)=[O:22])[CH:7]=2.[OH-].[Li+].C(N(CC)C(C)C)(C)C.Cl.[F:44][CH2:45][CH2:46][NH2:47].F[P-](F)(F)(F)(F)F.N1(OC(N(C)C)=[N+](C)C)C2N=CC=CC=2N=N1. (2) Given the product [CH2:22]([O:21][P:19]([C:18]1[CH:17]=[CH:16][S:15][C:14]=1[C:11]1[S:12][C:13]([C:40]2[S:39][C:38]([C:36]3[S:37][CH:33]=[C:34]([P:51]([O:56][CH2:57][CH3:58])([O:53][CH2:54][CH3:55])=[O:52])[CH:35]=3)=[C:42]([P:43]([O:45][CH2:46][CH3:47])([O:48][CH2:49][CH3:50])=[O:44])[CH:41]=2)=[C:9]([P:4]([O:6][CH2:7][CH3:8])([O:3][CH2:1][CH3:2])=[O:5])[CH:10]=1)([O:24][CH2:25][CH3:26])=[O:20])[CH3:23], predict the reactants needed to synthesize it. The reactants are: [CH2:1]([O:3][P:4]([C:9]1[CH:10]=[C:11]([C:14]2[S:15][C:16](I)=[CH:17][C:18]=2[P:19]([O:24][CH2:25][CH3:26])([O:21][CH2:22][CH3:23])=[O:20])[S:12][CH:13]=1)([O:6][CH2:7][CH3:8])=[O:5])[CH3:2].C([Sn](CCCC)(CCCC)[C:33]1[S:37][C:36]([C:38]2[S:39][CH:40]=[CH:41][C:42]=2[P:43]([O:48][CH2:49][CH3:50])([O:45][CH2:46][CH3:47])=[O:44])=[CH:35][C:34]=1[P:51]([O:56][CH2:57][CH3:58])([O:53][CH2:54][CH3:55])=[O:52])CCC.[Cu]C#N.[F-].[K+].